From a dataset of Forward reaction prediction with 1.9M reactions from USPTO patents (1976-2016). Predict the product of the given reaction. (1) Given the reactants Br[C:2]1[CH:11]=[CH:10][C:5]([C:6]([O:8][CH3:9])=[O:7])=[CH:4][C:3]=1[CH3:12].[F:13][C:14]([F:25])([F:24])[C:15]1[CH:20]=[CH:19][CH:18]=[CH:17][C:16]=1B(O)O.C(=O)([O-])[O-].[K+].[K+], predict the reaction product. The product is: [CH3:12][C:3]1[CH:4]=[C:5]([C:6]([O:8][CH3:9])=[O:7])[CH:10]=[CH:11][C:2]=1[C:16]1[CH:17]=[CH:18][CH:19]=[CH:20][C:15]=1[C:14]([F:25])([F:24])[F:13]. (2) Given the reactants [C:1]([CH:9]([CH2:13][CH3:14])[C:10]([OH:12])=[O:11])(=[O:8])[C:2]1[CH:7]=[CH:6][CH:5]=[CH:4][CH:3]=1.[Br:15][CH2:16][CH2:17][CH2:18][CH2:19][CH2:20][CH2:21][CH2:22][CH2:23]Br.C(=O)([O-])[O-].[K+].[K+], predict the reaction product. The product is: [C:1]([CH:9]([CH2:13][CH3:14])[C:10]([O:12][CH2:23][CH2:22][CH2:21][CH2:20][CH2:19][CH2:18][CH2:17][CH2:16][Br:15])=[O:11])(=[O:8])[C:2]1[CH:7]=[CH:6][CH:5]=[CH:4][CH:3]=1. (3) Given the reactants Cl[C:2]1[N:7]=[N:6][C:5]([C:8]2[CH:49]=[CH:48][C:11]([CH2:12][C:13]3[N:14]([C:26]4[CH:27]=[C:28]([N:32]5[S:36](=[O:38])(=[O:37])[N:35]([CH2:39][O:40][CH2:41][CH2:42][Si:43]([CH3:46])([CH3:45])[CH3:44])[C:34](=[O:47])[CH2:33]5)[CH:29]=[CH:30][CH:31]=4)[CH:15]=[C:16]([C:18]4[CH:23]=[CH:22][C:21]([Cl:24])=[CH:20][C:19]=4[Cl:25])[N:17]=3)=[CH:10][CH:9]=2)=[CH:4][CH:3]=1.[CH:50]1([CH2:56][OH:57])[CH2:55][CH2:54][CH2:53][CH2:52][CH2:51]1, predict the reaction product. The product is: [CH:50]1([CH2:56][O:57][C:2]2[N:7]=[N:6][C:5]([C:8]3[CH:9]=[CH:10][C:11]([CH2:12][C:13]4[N:14]([C:26]5[CH:27]=[C:28]([N:32]6[S:36](=[O:38])(=[O:37])[N:35]([CH2:39][O:40][CH2:41][CH2:42][Si:43]([CH3:44])([CH3:46])[CH3:45])[C:34](=[O:47])[CH2:33]6)[CH:29]=[CH:30][CH:31]=5)[CH:15]=[C:16]([C:18]5[CH:23]=[CH:22][C:21]([Cl:24])=[CH:20][C:19]=5[Cl:25])[N:17]=4)=[CH:48][CH:49]=3)=[CH:4][CH:3]=2)[CH2:55][CH2:54][CH2:53][CH2:52][CH2:51]1. (4) Given the reactants [N-:1]=[C:2]=[S:3].[Na+].N1C=CC=CC=1.CS(O[N:16]=[C:17](Cl)[C@H:18]1[CH2:22][O:21][C:20]2([CH2:27][CH2:26][CH2:25][CH2:24][CH2:23]2)[O:19]1)(=O)=O.[CH3:29][C:30]1[C:35]([O:36][C:37]2[C:38]([NH2:50])=[N:39][CH:40]=[C:41]([S:43][C:44]3[CH:49]=[CH:48][CH:47]=[CH:46][N:45]=3)[CH:42]=2)=[C:34]([CH3:51])[CH:33]=[CH:32][N:31]=1, predict the reaction product. The product is: [CH3:29][C:30]1[C:35]([O:36][C:37]2[C:38]([NH:50][C:2]3[S:3][N:16]=[C:17]([C@H:18]4[CH2:22][O:21][C:20]5([CH2:23][CH2:24][CH2:25][CH2:26][CH2:27]5)[O:19]4)[N:1]=3)=[N:39][CH:40]=[C:41]([S:43][C:44]3[CH:49]=[CH:48][CH:47]=[CH:46][N:45]=3)[CH:42]=2)=[C:34]([CH3:51])[CH:33]=[CH:32][N:31]=1. (5) Given the reactants [OH:1][CH:2]([CH2:18][OH:19])[CH2:3][CH2:4][N:5]1[C:14]2[C:9](=[CH:10][CH:11]=[C:12]([O:15][CH3:16])[N:13]=2)[CH2:8][CH2:7][C:6]1=[O:17].C(N(CC)CC)C.[C:27]1([CH3:37])[CH:32]=[CH:31][C:30]([S:33](Cl)(=[O:35])=[O:34])=[CH:29][CH:28]=1.C([Sn](=O)CCCC)CCC, predict the reaction product. The product is: [CH3:37][C:27]1[CH:32]=[CH:31][C:30]([S:33]([O:19][CH2:18][CH:2]([OH:1])[CH2:3][CH2:4][N:5]2[C:14]3[C:9](=[CH:10][CH:11]=[C:12]([O:15][CH3:16])[N:13]=3)[CH2:8][CH2:7][C:6]2=[O:17])(=[O:35])=[O:34])=[CH:29][CH:28]=1.